From a dataset of Reaction yield outcomes from USPTO patents with 853,638 reactions. Predict the reaction yield, written as a fraction of the theoretical maximum amount of product (1.0 means a 100% yield; for example, 0.34 means a 34% yield). (1) The reactants are [OH:1][C:2]1[CH:3]=[C:4]([CH:8]=[CH:9][C:10]=1[I:11])[C:5]([OH:7])=O.[CH2:12]([N:14](C(C)C)C(C)C)[CH3:13].CN(C(ON1N=NC2C=CC=NC1=2)=[N+](C)C)C.F[P-](F)(F)(F)(F)F. The catalyst is C1COCC1.C(N)C.C(OCC)(=O)C. The product is [CH2:12]([NH:14][C:5](=[O:7])[C:4]1[CH:8]=[CH:9][C:10]([I:11])=[C:2]([OH:1])[CH:3]=1)[CH3:13]. The yield is 0.490. (2) The catalyst is CO. The product is [Cl:13][C:7]1[CH:8]=[C:9]2[C:4](=[CH:5][C:6]=1[Cl:14])[N:3]([C@@H:15]1[O:21][C@H:20]([CH2:22][OH:23])[C@@H:18]([OH:19])[C@H:16]1[OH:17])[C:2]([O:28][CH3:27])=[C:10]2[CH:11]=[O:12]. The yield is 0.420. The reactants are Cl[C:2]1[N:3]([C@@H:15]2[O:21][C@H:20]([CH2:22][O:23]C(=O)C)[C@@H:18]([OH:19])[C@H:16]2[OH:17])[C:4]2[C:9]([C:10]=1[CH:11]=[O:12])=[CH:8][C:7]([Cl:13])=[C:6]([Cl:14])[CH:5]=2.[CH3:27][O-:28].[Na+].CO.C(Cl)(Cl)Cl.CO.O. (3) The reactants are [F:1][C:2]1[CH:3]=[C:4]([NH2:24])[CH:5]=[CH:6][C:7]=1[O:8][C:9]1[CH:14]=[CH:13][N:12]=[C:11]2[CH:15]=[C:16]([C:18]3[N:19]([CH3:23])[CH:20]=[CH:21][N:22]=3)[S:17][C:10]=12.Cl[C:26](=[O:43])[CH2:27][C:28]([NH:30][CH:31]1[CH2:35][CH2:34][N:33]([C:36]([O:38][C:39]([CH3:42])([CH3:41])[CH3:40])=[O:37])[CH2:32]1)=[O:29].F[P-](F)(F)(F)(F)F.N1(O[P+](N(C)C)(N(C)C)N(C)C)C2C=CC=CC=2N=N1.CCN(C(C)C)C(C)C. The catalyst is CN(C=O)C.O.CCOC(C)=O. The product is [F:1][C:2]1[CH:3]=[C:4]([NH:24][C:26](=[O:43])[CH2:27][C:28]([NH:30][CH:31]2[CH2:35][CH2:34][N:33]([C:36]([O:38][C:39]([CH3:41])([CH3:40])[CH3:42])=[O:37])[CH2:32]2)=[O:29])[CH:5]=[CH:6][C:7]=1[O:8][C:9]1[CH:14]=[CH:13][N:12]=[C:11]2[CH:15]=[C:16]([C:18]3[N:19]([CH3:23])[CH:20]=[CH:21][N:22]=3)[S:17][C:10]=12. The yield is 0.210. (4) The reactants are [CH2:1]([O:3][C:4]([C:6]1[C:7](Cl)=[N:8][C:9]([Cl:13])=[CH:10][C:11]=1[CH3:12])=[O:5])[CH3:2].[CH3:15][NH:16][CH2:17][CH3:18].CCN(C(C)C)C(C)C.[OH-].[Na+]. The catalyst is CN1C(=O)CCC1.O.CCOC(C)=O. The product is [CH2:1]([O:3][C:4]([C:6]1[C:7]([N:16]([CH2:17][CH3:18])[CH3:15])=[N:8][C:9]([Cl:13])=[CH:10][C:11]=1[CH3:12])=[O:5])[CH3:2]. The yield is 0.440. (5) The reactants are [NH2:1][C:2]1[C:3](=[O:18])[NH:4][C:5](=[S:17])[N:6]([C:9]2[CH:14]=[CH:13][CH:12]=[C:11](OC)[CH:10]=2)[C:7]=1[NH2:8].[C:19](O)(=[O:21])C.[CH:23](N)=N. The catalyst is CS(C)=O. The product is [CH3:19][O:21][C:14]1[CH:13]=[CH:12][CH:11]=[CH:10][C:9]=1[N:6]1[C:7]2[N:8]=[CH:23][NH:1][C:2]=2[C:3](=[O:18])[NH:4][C:5]1=[S:17]. The yield is 0.350. (6) The yield is 0.530. The product is [Br:9][C:6]1[CH:5]=[C:4]([C:10]2[N:14]=[C:13]([C:15]([NH:28][CH2:27][C:26]3[CH:29]=[CH:30][C:23]([O:22][C:21]([F:20])([F:31])[F:32])=[CH:24][CH:25]=3)=[O:17])[O:12][N:11]=2)[CH:3]=[C:2]([Br:1])[C:7]=1[OH:8]. The reactants are [Br:1][C:2]1[CH:3]=[C:4]([C:10]2[N:14]=[C:13]([C:15]([O:17]CC)=O)[O:12][N:11]=2)[CH:5]=[C:6]([Br:9])[C:7]=1[OH:8].[F:20][C:21]([F:32])([F:31])[O:22][C:23]1[CH:30]=[CH:29][C:26]([CH2:27][NH2:28])=[CH:25][CH:24]=1. The catalyst is C(O)C.